Task: Regression. Given two drug SMILES strings and cell line genomic features, predict the synergy score measuring deviation from expected non-interaction effect.. Dataset: NCI-60 drug combinations with 297,098 pairs across 59 cell lines (1) Drug 1: CNC(=O)C1=CC=CC=C1SC2=CC3=C(C=C2)C(=NN3)C=CC4=CC=CC=N4. Drug 2: CC1C(C(CC(O1)OC2CC(CC3=C2C(=C4C(=C3O)C(=O)C5=CC=CC=C5C4=O)O)(C(=O)C)O)N)O. Cell line: MOLT-4. Synergy scores: CSS=40.7, Synergy_ZIP=-3.78, Synergy_Bliss=-5.20, Synergy_Loewe=-20.6, Synergy_HSA=-3.42. (2) Drug 1: C1C(C(OC1N2C=C(C(=O)NC2=O)F)CO)O. Drug 2: C1=NC2=C(N=C(N=C2N1C3C(C(C(O3)CO)O)O)F)N. Cell line: A549. Synergy scores: CSS=39.4, Synergy_ZIP=1.21, Synergy_Bliss=2.28, Synergy_Loewe=-11.1, Synergy_HSA=2.81.